From a dataset of Catalyst prediction with 721,799 reactions and 888 catalyst types from USPTO. Predict which catalyst facilitates the given reaction. (1) Reactant: [F:1][C:2]1[CH:7]=[CH:6][C:5]([N:8]2[CH2:13][CH2:12][N:11]([C:14]3[NH:19][C:18](=[O:20])[NH:17][C:16](=[O:21])[N:15]=3)[CH2:10][CH2:9]2)=[CH:4][CH:3]=1.[H-].[Li+].[Cl:24][C:25]1[CH:32]=[CH:31][C:28]([CH2:29]Cl)=[CH:27][CH:26]=1.[I-].[Na+]. Product: [Cl:24][C:25]1[CH:32]=[CH:31][C:28]([CH2:29][N:17]2[C:18](=[O:20])[N:19]=[C:14]([N:11]3[CH2:12][CH2:13][N:8]([C:5]4[CH:6]=[CH:7][C:2]([F:1])=[CH:3][CH:4]=4)[CH2:9][CH2:10]3)[NH:15][C:16]2=[O:21])=[CH:27][CH:26]=1. The catalyst class is: 145. (2) The catalyst class is: 4. Reactant: [N+:1]([C:4]1[CH:5]=[C:6]([CH2:10][CH2:11][N:12]2[CH2:17][CH2:16][NH:15][CH2:14][CH2:13]2)[CH:7]=[CH:8][CH:9]=1)([O-])=O.C(N(CC)CC)C.[CH3:25][S:26](Cl)(=[O:28])=[O:27]. Product: [CH3:25][S:26]([N:15]1[CH2:16][CH2:17][N:12]([CH2:11][CH2:10][C:6]2[CH:5]=[C:4]([NH2:1])[CH:9]=[CH:8][CH:7]=2)[CH2:13][CH2:14]1)(=[O:28])=[O:27]. (3) Product: [F:15][C:16]1[CH:21]=[C:20]([C:2]2[CH:3]=[N:4][CH:5]=[C:6]3[C:11]=2[N:10]=[C:9]([C:12]([NH2:14])=[O:13])[CH:8]=[CH:7]3)[CH:19]=[CH:18][CH:17]=1. Reactant: Br[C:2]1[CH:3]=[N:4][CH:5]=[C:6]2[C:11]=1[N:10]=[C:9]([C:12]([NH2:14])=[O:13])[CH:8]=[CH:7]2.[F:15][C:16]1[CH:17]=[C:18](B(O)O)[CH:19]=[CH:20][CH:21]=1.C(=O)([O-])[O-].[Cs+].[Cs+]. The catalyst class is: 688. (4) The catalyst class is: 12. Reactant: CO[CH:3](OC)[CH2:4][N:5]([CH3:24])[C:6]([C:8]1[NH:9][CH:10]=[C:11]([C:13](=[O:23])[CH2:14][C:15]2[CH:20]=[CH:19][CH:18]=[C:17]([F:21])[C:16]=2[F:22])[CH:12]=1)=[O:7].O=P(Cl)(Cl)Cl.C(Cl)Cl.CO. Product: [F:22][C:16]1[C:17]([F:21])=[CH:18][CH:19]=[CH:20][C:15]=1[CH2:14][C:13]([C:11]1[C:12]2[CH:3]=[CH:4][N:5]([CH3:24])[C:6](=[O:7])[C:8]=2[NH:9][CH:10]=1)=[O:23]. (5) Reactant: [Br:1][C:2]1[CH:7]=[CH:6][C:5](F)=[C:4]([N+:9]([O-:11])=[O:10])[CH:3]=1.[CH2:12]([OH:16])[CH2:13][C:14]#[CH:15].C(=O)([O-])[O-].[K+].[K+]. Product: [Br:1][C:2]1[CH:7]=[CH:6][C:5]([O:16][CH2:12][CH2:13][C:14]#[CH:15])=[C:4]([N+:9]([O-:11])=[O:10])[CH:3]=1. The catalyst class is: 18. (6) Product: [F:1][C:2]1[CH:3]=[CH:4][CH:5]=[C:6]2[C:10]=1[NH:9][C:8]([C:11]([N:42]1[CH2:43][CH2:44][CH2:45][C@H:40]([C:31]3[C:32]([N:34]([CH3:39])[S:35]([CH3:38])(=[O:36])=[O:37])=[CH:33][C:23]4[O:22][C:21]([C:18]5[CH:17]=[CH:16][C:15]([F:14])=[CH:20][CH:19]=5)=[C:25]([C:26]([NH:28][CH3:29])=[O:27])[C:24]=4[CH:30]=3)[CH2:41]1)=[O:13])=[CH:7]2. Reactant: [F:1][C:2]1[CH:3]=[CH:4][CH:5]=[C:6]2[C:10]=1[NH:9][C:8]([C:11]([OH:13])=O)=[CH:7]2.[F:14][C:15]1[CH:20]=[CH:19][C:18]([C:21]2[O:22][C:23]3[CH:33]=[C:32]([N:34]([CH3:39])[S:35]([CH3:38])(=[O:37])=[O:36])[C:31]([C@H:40]4[CH2:45][CH2:44][CH2:43][NH:42][CH2:41]4)=[CH:30][C:24]=3[C:25]=2[C:26]([NH:28][CH3:29])=[O:27])=[CH:17][CH:16]=1.C(N(CC)C(C)C)(C)C.C(P1(=O)OP(=O)(CCC)OP(=O)(CCC)O1)CC. The catalyst class is: 2.